From a dataset of Catalyst prediction with 721,799 reactions and 888 catalyst types from USPTO. Predict which catalyst facilitates the given reaction. (1) Reactant: Cl.[NH2:2][OH:3].[Br:4][C:5]1[CH:6]=[CH:7][C:8]([F:39])=[C:9]([C:11](=O)[CH2:12][O:13][C@H:14]([CH2:17][O:18][C:19]([C:32]2[CH:37]=[CH:36][CH:35]=[CH:34][CH:33]=2)([C:26]2[CH:31]=[CH:30][CH:29]=[CH:28][CH:27]=2)[C:20]2[CH:25]=[CH:24][CH:23]=[CH:22][CH:21]=2)[CH:15]=[CH2:16])[CH:10]=1.C([O-])(=O)C.[Na+]. Product: [Br:4][C:5]1[CH:6]=[CH:7][C:8]([F:39])=[C:9]([C:11](=[N:2][OH:3])[CH2:12][O:13][C@H:14]([CH2:17][O:18][C:19]([C:32]2[CH:37]=[CH:36][CH:35]=[CH:34][CH:33]=2)([C:26]2[CH:31]=[CH:30][CH:29]=[CH:28][CH:27]=2)[C:20]2[CH:25]=[CH:24][CH:23]=[CH:22][CH:21]=2)[CH:15]=[CH2:16])[CH:10]=1. The catalyst class is: 5. (2) Reactant: [O:1]=[C:2]1[CH2:11][CH2:10][C:9]2[C:4](=[CH:5][C:6]([C:12]([OH:14])=[O:13])=[CH:7][CH:8]=2)[NH:3]1.O[CH2:16][CH2:17][CH2:18][N:19]1[CH2:24][CH2:23][N:22]([C:25]2[CH:39]=[CH:38][CH:37]=[CH:36][C:26]=2[O:27][CH2:28][CH2:29][CH2:30][C:31]([O:33][CH2:34][CH3:35])=[O:32])[CH2:21][CH2:20]1.C1(N=C=NC2CCCCC2)CCCCC1. Product: [O:1]=[C:2]1[CH2:11][CH2:10][C:9]2[C:4](=[CH:5][C:6]([C:12]([O:14][CH2:16][CH2:17][CH2:18][N:19]3[CH2:20][CH2:21][N:22]([C:25]4[CH:39]=[CH:38][CH:37]=[CH:36][C:26]=4[O:27][CH2:28][CH2:29][CH2:30][C:31]([O:33][CH2:34][CH3:35])=[O:32])[CH2:23][CH2:24]3)=[O:13])=[CH:7][CH:8]=2)[NH:3]1. The catalyst class is: 630. (3) The catalyst class is: 349. Product: [CH:19]1([N:11]2[CH:12]=[C:13]([CH2:14][C:15]([O:17][CH3:18])=[O:16])[C:9]([OH:8])=[N:10]2)[CH2:20][CH2:21][CH2:22][CH2:23][CH2:24]1. Reactant: C([O:8][C:9]1[C:13]([CH2:14][C:15]([O:17][CH3:18])=[O:16])=[CH:12][N:11]([CH:19]2[CH2:24][CH2:23][CH2:22][CH2:21][CH2:20]2)[N:10]=1)C1C=CC=CC=1.